This data is from NCI-60 drug combinations with 297,098 pairs across 59 cell lines. The task is: Regression. Given two drug SMILES strings and cell line genomic features, predict the synergy score measuring deviation from expected non-interaction effect. (1) Drug 1: CC1OCC2C(O1)C(C(C(O2)OC3C4COC(=O)C4C(C5=CC6=C(C=C35)OCO6)C7=CC(=C(C(=C7)OC)O)OC)O)O. Drug 2: CC1=C(C(=CC=C1)Cl)NC(=O)C2=CN=C(S2)NC3=CC(=NC(=N3)C)N4CCN(CC4)CCO. Cell line: MCF7. Synergy scores: CSS=29.9, Synergy_ZIP=4.87, Synergy_Bliss=7.42, Synergy_Loewe=1.20, Synergy_HSA=2.23. (2) Drug 1: C1=NC2=C(N=C(N=C2N1C3C(C(C(O3)CO)O)O)F)N. Drug 2: COC1=C2C(=CC3=C1OC=C3)C=CC(=O)O2. Cell line: IGROV1. Synergy scores: CSS=0.802, Synergy_ZIP=0.210, Synergy_Bliss=1.20, Synergy_Loewe=0.838, Synergy_HSA=0.886.